Dataset: Forward reaction prediction with 1.9M reactions from USPTO patents (1976-2016). Task: Predict the product of the given reaction. (1) Given the reactants [CH:1]([NH:4][C:5]1[O:6][C:7]([C:10]2[CH:11]=[C:12]3[C:16](=[CH:17][CH:18]=2)[N:15](S(C2C=CC(C)=CC=2)(=O)=O)[CH:14]=[C:13]3B2OC(C)(C)C(C)(C)O2)=[N:8][N:9]=1)([CH3:3])[CH3:2].Br[C:39]1[S:40][CH:41]=[C:42]([C:44]([NH:46][CH:47]2[CH2:49][CH2:48]2)=[O:45])[N:43]=1, predict the reaction product. The product is: [CH:47]1([NH:46][C:44]([C:42]2[N:43]=[C:39]([C:13]3[C:12]4[C:16](=[CH:17][CH:18]=[C:10]([C:7]5[O:6][C:5]([NH:4][CH:1]([CH3:2])[CH3:3])=[N:9][N:8]=5)[CH:11]=4)[NH:15][CH:14]=3)[S:40][CH:41]=2)=[O:45])[CH2:48][CH2:49]1. (2) Given the reactants [Br:1]Br.[Cl:3][C:4]1[CH:9]=[C:8]([CH2:10][C:11](=[O:13])[CH3:12])[CH:7]=[CH:6][N:5]=1, predict the reaction product. The product is: [Br:1][CH:10]([C:8]1[CH:7]=[CH:6][N:5]=[C:4]([Cl:3])[CH:9]=1)[C:11](=[O:13])[CH3:12]. (3) Given the reactants Br[C:2]1[CH:7]=[N:6][CH:5]=[CH:4][N:3]=1.C[Sn](C)C.C[Sn](C)C.[NH2:16][C:17]1[N:21]([CH3:22])[C:20](=[O:23])[C:19]([C:36]2[CH:41]=[CH:40][C:39]([F:42])=[C:38](Br)[CH:37]=2)([C:24]2[CH:29]=[CH:28][C:27]([S:30]([F:35])([F:34])([F:33])([F:32])[F:31])=[CH:26][CH:25]=2)[N:18]=1.[F-].[Cs+], predict the reaction product. The product is: [NH2:16][C:17]1[N:21]([CH3:22])[C:20](=[O:23])[C:19]([C:36]2[CH:41]=[CH:40][C:39]([F:42])=[C:38]([C:2]3[CH:7]=[N:6][CH:5]=[CH:4][N:3]=3)[CH:37]=2)([C:24]2[CH:29]=[CH:28][C:27]([S:30]([F:33])([F:31])([F:32])([F:34])[F:35])=[CH:26][CH:25]=2)[N:18]=1. (4) Given the reactants [H-].[Na+].[Br:3][C:4]1[CH:5]=[C:6]([C:13]([O:15][CH3:16])=[O:14])[C:7]2[CH:8]=[N:9][NH:10][C:11]=2[CH:12]=1.[CH3:17][C:18]1[CH:23]=[CH:22][C:21]([S:24](Cl)(=[O:26])=[O:25])=[CH:20][CH:19]=1.O, predict the reaction product. The product is: [Br:3][C:4]1[CH:5]=[C:6]([C:13]([O:15][CH3:16])=[O:14])[C:7]2[CH:8]=[N:9][N:10]([S:24]([C:21]3[CH:22]=[CH:23][C:18]([CH3:17])=[CH:19][CH:20]=3)(=[O:26])=[O:25])[C:11]=2[CH:12]=1.